From a dataset of Forward reaction prediction with 1.9M reactions from USPTO patents (1976-2016). Predict the product of the given reaction. (1) Given the reactants [Cl:1][C:2]1[CH:3]=[C:4]2[C:12](=[C:13]([NH:15][C:16]([CH:18]3[CH2:23][O:22][C:21]([CH3:25])([CH3:24])[CH2:20][N:19]3[CH2:26][CH:27]([NH2:29])[CH3:28])=[O:17])[CH:14]=1)[NH:11][C:10]1[CH:9]=[N:8][CH:7]=[CH:6][C:5]2=1.[C:30](OC(=O)C)(=[O:32])[CH3:31], predict the reaction product. The product is: [Cl:1][C:2]1[CH:3]=[C:4]2[C:12](=[C:13]([NH:15][C:16]([C@@H:18]3[CH2:23][O:22][C:21]([CH3:24])([CH3:25])[CH2:20][N:19]3[CH2:26][C@@H:27]([NH:29][C:30](=[O:32])[CH3:31])[CH3:28])=[O:17])[CH:14]=1)[NH:11][C:10]1[CH:9]=[N:8][CH:7]=[CH:6][C:5]2=1. (2) Given the reactants C(OC(=O)C[C:6]1[C:15]([C:16]([OH:18])=[O:17])=[N:14][C:13]2[C:8](=[CH:9][CH:10]=[CH:11][CH:12]=2)[N:7]=1)C.O=P(Cl)(Cl)[Cl:22].CN(C=O)C, predict the reaction product. The product is: [Cl:22][C:6]1[C:15]([C:16]([OH:18])=[O:17])=[N:14][C:13]2[C:8]([N:7]=1)=[CH:9][CH:10]=[CH:11][CH:12]=2. (3) Given the reactants [Cl:1][C:2]1[N:7]=[C:6](Cl)[CH:5]=[CH:4][N:3]=1.[C:9]([C:13]1[O:17][N:16]=[C:15]([NH:18][C:19]([C@@H:21]2[CH2:25][C@@H:24]([OH:26])[CH2:23][NH:22]2)=[O:20])[CH:14]=1)([CH3:12])([CH3:11])[CH3:10].Cl.C(N(C(C)C)CC)(C)C, predict the reaction product. The product is: [C:9]([C:13]1[O:17][N:16]=[C:15]([NH:18][C:19]([C@@H:21]2[CH2:25][C@@H:24]([OH:26])[CH2:23][N:22]2[C:6]2[CH:5]=[CH:4][N:3]=[C:2]([Cl:1])[N:7]=2)=[O:20])[CH:14]=1)([CH3:12])([CH3:10])[CH3:11]. (4) Given the reactants [CH3:1][NH:2][CH3:3].CS(O[CH2:9][CH:10]1[CH2:13][N:12]([C:14]([O:16][C:17]([CH3:20])([CH3:19])[CH3:18])=[O:15])[CH2:11]1)(=O)=O, predict the reaction product. The product is: [CH3:1][N:2]([CH2:9][CH:10]1[CH2:13][N:12]([C:14]([O:16][C:17]([CH3:18])([CH3:20])[CH3:19])=[O:15])[CH2:11]1)[CH3:3]. (5) Given the reactants [F:1][C:2]1[CH:3]=[C:4]([CH:8]=[CH:9][C:10]=1[C:11]1[N:15]([CH3:16])[N:14]=[CH:13][CH:12]=1)[C:5]([OH:7])=O.C1CN([P+](Br)(N2CCCC2)N2CCCC2)CC1.F[P-](F)(F)(F)(F)F.C(N(C(C)C)CC)(C)C.Cl.[NH2:51][C@@H:52]([CH2:65][C:66]1[CH:71]=[CH:70][CH:69]=[CH:68][C:67]=1[C:72]([F:75])([F:74])[F:73])[CH2:53][N:54]1[C:62](=[O:63])[C:61]2[C:56](=[CH:57][CH:58]=[CH:59][CH:60]=2)[C:55]1=[O:64], predict the reaction product. The product is: [O:63]=[C:62]1[C:61]2[C:56](=[CH:57][CH:58]=[CH:59][CH:60]=2)[C:55](=[O:64])[N:54]1[CH2:53][C@@H:52]([NH:51][C:5](=[O:7])[C:4]1[CH:8]=[CH:9][C:10]([C:11]2[N:15]([CH3:16])[N:14]=[CH:13][CH:12]=2)=[C:2]([F:1])[CH:3]=1)[CH2:65][C:66]1[CH:71]=[CH:70][CH:69]=[CH:68][C:67]=1[C:72]([F:74])([F:73])[F:75]. (6) Given the reactants [Li+].CC([N-]C(C)C)C.[CH3:9][O:10][C:11]1([O:23][CH3:24])[CH2:15][CH2:14][CH:13]([C:16]([O:18][C:19]([CH3:22])([CH3:21])[CH3:20])=[O:17])[CH2:12]1.[CH:25](=[O:27])[CH3:26].C(O)(=O)CC(CC(O)=O)(C(O)=O)O, predict the reaction product. The product is: [OH:27][CH:25]([C:13]1([C:16]([O:18][C:19]([CH3:20])([CH3:21])[CH3:22])=[O:17])[CH2:14][CH2:15][C:11]([O:23][CH3:24])([O:10][CH3:9])[CH2:12]1)[CH3:26]. (7) Given the reactants [OH:1][CH2:2]/[CH:3]=[C:4](/[CH2:6][CH2:7]/[CH:8]=[C:9](/[CH2:11][CH2:12][CH:13]=[C:14]([CH3:16])[CH3:15])\[CH3:10])\[CH3:5].[OH2:17].N1[CH:23]=[CH:22]C=CC=1, predict the reaction product. The product is: [C:22]([O:1][CH2:2]/[CH:3]=[C:4](/[CH2:6][CH2:7]/[CH:8]=[C:9](/[CH2:11][CH2:12][CH:13]=[C:14]([CH3:16])[CH3:15])\[CH3:10])\[CH3:5])(=[O:17])[CH3:23]. (8) The product is: [F:1][CH:2]([F:16])[CH2:3][O:4][C:5]1[C:10]([F:11])=[CH:9][C:8]([CH:12]([NH:23][S@@:21]([C:18]([CH3:20])([CH3:19])[CH3:17])=[O:22])[CH3:13])=[CH:7][C:6]=1[F:15]. Given the reactants [F:1][CH:2]([F:16])[CH2:3][O:4][C:5]1[C:10]([F:11])=[CH:9][C:8]([C:12](=O)[CH3:13])=[CH:7][C:6]=1[F:15].[CH3:17][C:18]([S@:21]([NH2:23])=[O:22])([CH3:20])[CH3:19], predict the reaction product.